From a dataset of Forward reaction prediction with 1.9M reactions from USPTO patents (1976-2016). Predict the product of the given reaction. (1) Given the reactants [CH2:1]([O:4][C:5](=[O:9])[CH2:6][C:7]#[N:8])[CH2:2][CH3:3].[CH2:10]([N:12]=[C:13]=[S:14])[CH3:11], predict the reaction product. The product is: [CH2:1]([O:4][C:5](=[O:9])[CH:6]([C:7]#[N:8])[C:13](=[S:14])[NH:12][CH2:10][CH3:11])[CH2:2][CH3:3]. (2) The product is: [Cl:19][C:20]1[CH:25]=[CH:24][C:23]([N:26]2[C:6](=[O:8])[C:5]3[C:4](=[CH:3][C:2]([OH:1])=[C:10]([O:11][CH3:12])[CH:9]=3)[N:13]=[C:14]2[CH:15]([CH3:17])[CH3:16])=[CH:22][CH:21]=1. Given the reactants [OH:1][C:2]1[C:10]([O:11][CH3:12])=[CH:9][C:5]([C:6]([OH:8])=O)=[C:4]([NH:13][C:14](=O)[CH:15]([CH3:17])[CH3:16])[CH:3]=1.[Cl:19][C:20]1[CH:25]=[CH:24][C:23]([NH2:26])=[CH:22][C:21]=1F.ClC1C=CC(N)=CC=1, predict the reaction product. (3) Given the reactants [Cl:1][C:2]1[CH:3]=[CH:4][C:5]2[N:9]=[C:8]([C:10]3[CH:11]=[N:12][CH:13]=[C:14]([CH:17]=3)[CH:15]=O)[N:7]([CH3:18])[C:6]=2[CH:19]=1.[CH2:20]([S:22]([NH2:25])(=[O:24])=[O:23])[CH3:21].C1(C)C=CC=CC=1.[BH4-].[Na+], predict the reaction product. The product is: [Cl:1][C:2]1[CH:3]=[CH:4][C:5]2[N:9]=[C:8]([C:10]3[CH:17]=[C:14]([CH2:15][NH:25][S:22]([CH2:20][CH3:21])(=[O:24])=[O:23])[CH:13]=[N:12][CH:11]=3)[N:7]([CH3:18])[C:6]=2[CH:19]=1. (4) Given the reactants [CH3:1][S:2]([C:5]1[CH:6]=[C:7]([CH:11]=[CH:12][CH:13]=1)[C:8](O)=[O:9])(=[O:4])=[O:3].B.B(F)(F)F.CCOCC, predict the reaction product. The product is: [CH3:1][S:2]([C:5]1[CH:6]=[C:7]([CH:11]=[CH:12][CH:13]=1)[CH2:8][OH:9])(=[O:3])=[O:4]. (5) Given the reactants [F:1][C:2]1[CH:7]=[CH:6][C:5]([C:8](=[O:15])[CH2:9][CH2:10][CH2:11][C:12]([OH:14])=O)=[CH:4][CH:3]=1.[CH3:16][C:17](C)(C)[C:18](Cl)=[O:19].C1N(C[C:30]2[CH:35]=[CH:34][CH:33]=[CH:32][CH:31]=2)C(=O)OC1.O.C[N:38](C)[CH:39]=[O:40], predict the reaction product. The product is: [CH2:16]([C@H:17]1[CH2:18][O:19][C:39](=[O:40])[N:38]1[C:12](=[O:14])[CH2:11][CH2:10][CH2:9][C:8]([C:5]1[CH:4]=[CH:3][C:2]([F:1])=[CH:7][CH:6]=1)=[O:15])[C:30]1[CH:35]=[CH:34][CH:33]=[CH:32][CH:31]=1. (6) Given the reactants [CH3:1][O:2][C:3](=[O:22])[C:4]1[CH:20]=[CH:19][C:7]([C:8]([NH:10][CH2:11][C:12]2[CH:17]=[CH:16][CH:15]=[C:14]([OH:18])[CH:13]=2)=[O:9])=[CH:6][C:5]=1[Cl:21].[CH3:23][C:24]([Si:27](Cl)([CH3:29])[CH3:28])([CH3:26])[CH3:25].N1C=CN=C1, predict the reaction product. The product is: [CH3:1][O:2][C:3](=[O:22])[C:4]1[CH:20]=[CH:19][C:7]([C:8]([NH:10][CH2:11][C:12]2[CH:17]=[CH:16][CH:15]=[C:14]([O:18][Si:27]([C:24]([CH3:26])([CH3:25])[CH3:23])([CH3:29])[CH3:28])[CH:13]=2)=[O:9])=[CH:6][C:5]=1[Cl:21].